Dataset: Full USPTO retrosynthesis dataset with 1.9M reactions from patents (1976-2016). Task: Predict the reactants needed to synthesize the given product. (1) Given the product [CH3:1][C@H:2]1[CH2:6][CH2:5][CH2:4][N:3]1[C@H:7]1[CH2:11][CH2:10][N:9]([C:12]2[CH:13]=[C:14]3[C:19](=[CH:20][CH:21]=2)[CH2:18][N:17]([C:23]2[CH:24]=[C:25]4[C:30](=[CH:31][CH:32]=2)[CH2:29][N:28]([S:33]([C:36]2[CH:37]=[CH:38][C:39]([CH3:42])=[CH:40][CH:41]=2)(=[O:34])=[O:35])[CH2:27][CH2:26]4)[CH2:16][CH2:15]3)[CH2:8]1, predict the reactants needed to synthesize it. The reactants are: [CH3:1][C@H:2]1[CH2:6][CH2:5][CH2:4][N:3]1[C@H:7]1[CH2:11][CH2:10][N:9]([C:12]2[CH:13]=[C:14]3[C:19](=[CH:20][CH:21]=2)[CH2:18][NH:17][CH2:16][CH2:15]3)[CH2:8]1.Br[C:23]1[CH:24]=[C:25]2[C:30](=[CH:31][CH:32]=1)[CH2:29][N:28]([S:33]([C:36]1[CH:41]=[CH:40][C:39]([CH3:42])=[CH:38][CH:37]=1)(=[O:35])=[O:34])[CH2:27][CH2:26]2. (2) Given the product [CH2:1]1[C@@H:5]([N:6]2[C:10]3[N:11]=[CH:12][N:13]=[C:14]([NH2:15])[C:9]=3[N:8]=[CH:7]2)[O:4][C@@H:3]([CH2:16][OH:17])[C@@H:2]1[OH:18], predict the reactants needed to synthesize it. The reactants are: [CH2:1]1[C@H:5]([N:6]2[C:10]3[N:11]=[CH:12][N:13]=[C:14]([NH2:15])[C:9]=3[N:8]=[CH:7]2)[O:4][C@H:3]([CH2:16][OH:17])[C@H:2]1[OH:18]. (3) Given the product [Br:18][C:3]1[N:4]=[C:5]([N:7]2[C:15](=[O:16])[C:14]3[C:9](=[CH:10][CH:11]=[CH:12][CH:13]=3)[C:8]2=[O:17])[S:6][C:2]=1[CH3:1], predict the reactants needed to synthesize it. The reactants are: [CH3:1][C:2]1[S:6][C:5]([N:7]2[C:15](=[O:16])[C:14]3[C:9](=[CH:10][CH:11]=[CH:12][CH:13]=3)[C:8]2=[O:17])=[N:4][CH:3]=1.[Br:18]N1C(=O)CCC1=O. (4) Given the product [CH2:16]([N:23]([CH3:24])[CH2:2][CH2:3][CH2:4][C:5]([O:7][CH3:8])=[O:6])[CH2:17][CH2:18][CH2:19][CH2:20][CH2:21][CH3:22], predict the reactants needed to synthesize it. The reactants are: Br[CH2:2][CH2:3][CH2:4][C:5]([O:7][CH3:8])=[O:6].C(N(CC)CC)C.[CH2:16]([NH:23][CH3:24])[CH2:17][CH2:18][CH2:19][CH2:20][CH2:21][CH3:22]. (5) Given the product [Cl:28][C:14]1[CH:15]=[C:16]2[C:21](=[CH:22][C:13]=1[O:12][C:11]1[CH:29]=[CH:30][C:8]([C:6]([OH:7])=[O:5])=[CH:9][CH:10]=1)[O:20][CH2:19][CH2:18][CH:17]2[C:23]([O:25][CH2:26][CH3:27])=[O:24], predict the reactants needed to synthesize it. The reactants are: C([O:5][C:6]([C:8]1[CH:30]=[CH:29][C:11]([O:12][C:13]2[CH:22]=[C:21]3[C:16]([CH:17]([C:23]([O:25][CH2:26][CH3:27])=[O:24])[CH2:18][CH2:19][O:20]3)=[CH:15][C:14]=2[Cl:28])=[CH:10][CH:9]=1)=[O:7])(C)(C)C.C(O)(C(F)(F)F)=O. (6) Given the product [C:1]([O:5][C:6](=[O:7])[NH:8][CH2:9][CH2:10][CH2:11][CH2:12][C@H:13]([NH2:17])[C:14](=[O:15])[NH:42][C:39]1[CH:40]=[CH:41][C:36]([CH3:35])=[CH:37][CH:38]=1)([CH3:4])([CH3:2])[CH3:3], predict the reactants needed to synthesize it. The reactants are: [C:1]([O:5][C:6]([NH:8][CH2:9][CH2:10][CH2:11][CH2:12][C@H:13]([NH:17]C(OCC1C2C=CC=CC=2C2C1=CC=CC=2)=O)[C:14](O)=[O:15])=[O:7])([CH3:4])([CH3:3])[CH3:2].[CH3:35][C:36]1[CH:37]=[CH:38][C:39]([NH2:42])=[CH:40][CH:41]=1.F[B-](F)(F)F.N1(OC(N(C)C)=[N+](C)C)C2C=CC=CC=2N=N1.C(N(C(C)C)CC)(C)C. (7) Given the product [CH2:14]([O:16][C:17]1[CH:18]=[C:19]([CH:28]=[CH:29][C:30]=1[O:31][CH3:32])[CH2:20][N:21]1[CH2:22][CH2:23][CH:24]([NH:27][C:2]2[N:11]=[C:10]([NH2:12])[C:9]3[C:4](=[CH:5][CH:6]=[C:7]([CH3:13])[CH:8]=3)[N:3]=2)[CH2:25][CH2:26]1)[CH3:15], predict the reactants needed to synthesize it. The reactants are: Cl[C:2]1[N:11]=[C:10]([NH2:12])[C:9]2[C:4](=[CH:5][CH:6]=[C:7]([CH3:13])[CH:8]=2)[N:3]=1.[CH2:14]([O:16][C:17]1[CH:18]=[C:19]([CH:28]=[CH:29][C:30]=1[O:31][CH3:32])[CH2:20][N:21]1[CH2:26][CH2:25][CH:24]([NH2:27])[CH2:23][CH2:22]1)[CH3:15]. (8) Given the product [CH3:13][O:8][C:5]1[CH:6]=[C:23]([CH3:22])[CH:18]=[CH:19][C:20]=1[CH2:2][C:1]([O:4][CH2:9][CH3:10])=[O:3], predict the reactants needed to synthesize it. The reactants are: [C:1]([O-:4])(=[O:3])[CH3:2].[C:5]([O-:8])(=O)[CH3:6].[C:9]([O-])(=O)[CH3:10].[C:13]([O-])(=O)C.[Pb+4].[CH:18]1[CH:23]=[CH:22]C=[CH:20][CH:19]=1.